Dataset: Full USPTO retrosynthesis dataset with 1.9M reactions from patents (1976-2016). Task: Predict the reactants needed to synthesize the given product. (1) Given the product [Br:12][CH2:10][C:9]([C:6]1[CH:7]=[N:8][C:3]([NH:2][CH3:1])=[CH:4][CH:5]=1)=[O:11], predict the reactants needed to synthesize it. The reactants are: [CH3:1][NH:2][C:3]1[N:8]=[CH:7][C:6]([C:9](=[O:11])[CH3:10])=[CH:5][CH:4]=1.[BrH:12].BrBr. (2) Given the product [C:1]([O:5][C:6](=[O:23])[NH:7][C:8]1[CH:13]=[C:12]([C:33]2[CH:34]=[CH:35][CH:36]=[CH:37][C:32]=2[S:29]([NH:28][C:24]([CH3:27])([CH3:26])[CH3:25])(=[O:30])=[O:31])[CH:11]=[CH:10][C:9]=1[NH:15][C:16]([O:18][C:19]([CH3:22])([CH3:21])[CH3:20])=[O:17])([CH3:4])([CH3:3])[CH3:2], predict the reactants needed to synthesize it. The reactants are: [C:1]([O:5][C:6](=[O:23])[NH:7][C:8]1[CH:13]=[C:12](Br)[CH:11]=[CH:10][C:9]=1[NH:15][C:16]([O:18][C:19]([CH3:22])([CH3:21])[CH3:20])=[O:17])([CH3:4])([CH3:3])[CH3:2].[C:24]([NH:28][S:29]([C:32]1[CH:37]=[CH:36][CH:35]=[CH:34][C:33]=1B(O)O)(=[O:31])=[O:30])([CH3:27])([CH3:26])[CH3:25].C([O-])([O-])=O.[Na+].[Na+]. (3) Given the product [O:25]1[C:26]2[CH:32]=[CH:31][CH:30]=[CH:29][C:27]=2[N:28]=[C:24]1[S:23][CH2:2][CH2:3][CH2:4][CH2:5][CH2:6][C:7]([NH:9][C:10]1[C:11]([S:20][CH2:21][CH3:22])=[N:12][C:13]([CH3:19])=[CH:14][C:15]=1[S:16][CH2:17][CH3:18])=[O:8], predict the reactants needed to synthesize it. The reactants are: Br[CH2:2][CH2:3][CH2:4][CH2:5][CH2:6][C:7]([NH:9][C:10]1[C:11]([S:20][CH2:21][CH3:22])=[N:12][C:13]([CH3:19])=[CH:14][C:15]=1[S:16][CH2:17][CH3:18])=[O:8].[SH:23][C:24]1[O:25][C:26]2[CH:32]=[CH:31][CH:30]=[CH:29][C:27]=2[N:28]=1.C(=O)([O-])[O-].[K+].[K+].C1OCCOCCOCCOCCOCCOC1. (4) Given the product [CH3:31][O:32][C:33]1[N:38]=[CH:37][C:36]([C:39]2[N:40]([C:53]3[CH:58]=[CH:57][CH:56]=[CH:55][N:54]=3)[CH:41]=[C:42]([C:44]([N:46]3[CH2:51][CH2:50][CH2:49][C@H:47]3[CH2:48][F:52])=[O:45])[N:43]=2)=[CH:35][CH:34]=1, predict the reactants needed to synthesize it. The reactants are: COC1N=CC(C2N(C3C=CC=CN=3)C=C(C(O)=O)N=2)=CC=1.C1CN(CF)CC1.Cl.[CH3:31][O:32][C:33]1[N:38]=[CH:37][C:36]([C:39]2[N:40]([C:53]3[CH:58]=[CH:57][CH:56]=[CH:55][N:54]=3)[CH:41]=[C:42]([C:44]([N:46]3[CH2:51][CH2:50][CH2:49][C@@H:48]([F:52])[CH2:47]3)=[O:45])[N:43]=2)=[CH:35][CH:34]=1. (5) Given the product [CH3:1][N:2]([S:15]([C:18]1[CH:23]=[CH:22][CH:21]=[CH:20][C:19]=1[C:24]([F:26])([F:27])[F:25])(=[O:16])=[O:17])[C:3]1[CH:4]=[CH:5][CH:6]=[C:7]2[C:11]=1[NH:10][C:9]([C:12]([NH2:29])=[O:13])=[CH:8]2, predict the reactants needed to synthesize it. The reactants are: [CH3:1][N:2]([S:15]([C:18]1[CH:23]=[CH:22][CH:21]=[CH:20][C:19]=1[C:24]([F:27])([F:26])[F:25])(=[O:17])=[O:16])[C:3]1[CH:4]=[CH:5][CH:6]=[C:7]2[C:11]=1[NH:10][C:9]([C:12](O)=[O:13])=[CH:8]2.C[N:29](C)C=O.Cl.CN(C)CCCN=C=NCC. (6) The reactants are: Br[C:2]1[CH:3]=[C:4]2[C:9](=[CH:10][CH:11]=1)[N:8]=[CH:7][N:6]=[C:5]2[C:12]1[CH:13]=[C:14]([C:18]([N:20]2[CH2:25][CH2:24][NH:23][C:22]([CH3:27])([CH3:26])[CH2:21]2)=[O:19])[CH:15]=[CH:16][CH:17]=1.[CH3:28][O:29][C:30]1[N:35]=[CH:34][C:33](B(O)O)=[CH:32][CH:31]=1.C(#N)C.C([O-])([O-])=O.[Na+].[Na+]. Given the product [CH3:26][C:22]1([CH3:27])[NH:23][CH2:24][CH2:25][N:20]([C:18]([C:14]2[CH:15]=[CH:16][CH:17]=[C:12]([C:5]3[C:4]4[C:9](=[CH:10][CH:11]=[C:2]([C:33]5[CH:34]=[N:35][C:30]([O:29][CH3:28])=[CH:31][CH:32]=5)[CH:3]=4)[N:8]=[CH:7][N:6]=3)[CH:13]=2)=[O:19])[CH2:21]1, predict the reactants needed to synthesize it. (7) Given the product [CH:14]1([C:17]2[C:18]([C:19]([O:21][CH3:22])=[O:20])=[CH:10][NH:11][CH:12]=2)[CH2:16][CH2:15]1, predict the reactants needed to synthesize it. The reactants are: C1(C)C=CC(S([CH2:10][N+:11]#[C-:12])(=O)=O)=CC=1.[CH:14]1([CH:17]=[CH:18][C:19]([O:21][CH3:22])=[O:20])[CH2:16][CH2:15]1.[H-].[Na+]. (8) The reactants are: [C:1]([O:4][C@@H:5]1[CH2:9][C@@H:8]([CH2:10][O:11][C:12]([O:14]C)=O)[O:7][C@H:6]1[N:16]1[CH:21]=[C:20]([N+:22]([O-:24])=[O:23])[CH:19]=[CH:18][C:17]1=[O:25])(=[O:3])[CH3:2].CO[Na].Cl.C(Cl)(=O)[C:31]1[CH:36]=[CH:35][CH:34]=[CH:33][CH:32]=1. Given the product [C:1]([O:4][C@@H:5]1[CH2:9][C@@H:8]([CH2:10][O:11][C:12](=[O:14])[C:31]2[CH:32]=[CH:33][CH:34]=[CH:35][CH:36]=2)[O:7][C@H:6]1[N:16]1[CH:21]=[C:20]([N+:22]([O-:24])=[O:23])[CH:19]=[CH:18][C:17]1=[O:25])(=[O:3])[C:2]1[CH:6]=[CH:5][CH:9]=[CH:8][CH:10]=1, predict the reactants needed to synthesize it.